From a dataset of Forward reaction prediction with 1.9M reactions from USPTO patents (1976-2016). Predict the product of the given reaction. (1) Given the reactants Br[C:2]1[CH:8]=[CH:7][C:5]([NH2:6])=[C:4]([N+:9]([O-:11])=[O:10])[CH:3]=1.[Cl:12][C:13]1[CH:14]=[C:15](B(O)O)[CH:16]=[CH:17][C:18]=1[C:19]([F:22])([F:21])[F:20].C([O-])([O-])=O.[Na+].[Na+], predict the reaction product. The product is: [Cl:12][C:13]1[CH:14]=[C:15]([C:2]2[CH:8]=[CH:7][C:5]([NH2:6])=[C:4]([N+:9]([O-:11])=[O:10])[CH:3]=2)[CH:16]=[CH:17][C:18]=1[C:19]([F:20])([F:21])[F:22]. (2) Given the reactants Cl[C:2]1[C:11]2=[N:12][N:13](CC3C=CC(OC)=CC=3)[CH:14]=[C:10]2[C:9]2[CH:8]=[C:7]([O:24][CH3:25])[CH:6]=[CH:5][C:4]=2[N:3]=1.C(OC(=O)[NH:32][C@@H:33]1[CH2:38][CH2:37][CH2:36][CH2:35][C@@H:34]1[NH2:39])(C)(C)C.Cl, predict the reaction product. The product is: [CH3:25][O:24][C:7]1[CH:6]=[CH:5][C:4]2[N:3]=[C:2]([NH:32][C@H:33]3[CH2:38][CH2:37][CH2:36][CH2:35][C@H:34]3[NH2:39])[C:11]3=[N:12][NH:13][CH:14]=[C:10]3[C:9]=2[CH:8]=1. (3) Given the reactants [CH2:1]([N:5]([C:12]1[C:13](I)=[N:14][C:15]([C:18]([F:21])([F:20])[F:19])=[CH:16][CH:17]=1)C(=O)C(F)(F)F)[CH:2]=[CH:3][CH3:4].O, predict the reaction product. The product is: [CH2:3]([C:2]1[C:13]2=[N:14][C:15]([C:18]([F:19])([F:20])[F:21])=[CH:16][CH:17]=[C:12]2[NH:5][CH:1]=1)[CH3:4]. (4) Given the reactants [F:1][C:2]1[CH:3]=[C:4]([NH:10][C:11]2[O:15][C:14]([C:16]([NH:18][C:19]3[CH:24]=[CH:23][C:22]([S:25]([CH:28]4[CH2:33][CH2:32][CH:31]([C:34]([O:36]C)=[O:35])[CH2:30][CH2:29]4)(=[O:27])=[O:26])=[CH:21][CH:20]=3)=[O:17])=[N:13][N:12]=2)[CH:5]=[C:6]([F:9])[C:7]=1[F:8].C1COCC1.[OH-].[Li+].C(O)(=O)CC(CC(O)=O)(C(O)=O)O, predict the reaction product. The product is: [F:9][C:6]1[CH:5]=[C:4]([NH:10][C:11]2[O:15][C:14]([C:16]([NH:18][C:19]3[CH:24]=[CH:23][C:22]([S:25]([CH:28]4[CH2:29][CH2:30][CH:31]([C:34]([OH:36])=[O:35])[CH2:32][CH2:33]4)(=[O:26])=[O:27])=[CH:21][CH:20]=3)=[O:17])=[N:13][N:12]=2)[CH:3]=[C:2]([F:1])[C:7]=1[F:8]. (5) Given the reactants [C:1]([O:5][C:6]([N:8]1[CH2:13][CH2:12][CH:11]([O:14][C:15]2[CH:20]=[C:19](Cl)[N:18]=[CH:17][N:16]=2)[CH2:10][CH2:9]1)=[O:7])([CH3:4])([CH3:3])[CH3:2].[CH3:22][C:23]1[C:28]([OH:29])=[CH:27][CH:26]=[CH:25][N:24]=1.C([O-])([O-])=O.[K+].[K+], predict the reaction product. The product is: [C:1]([O:5][C:6]([N:8]1[CH2:13][CH2:12][CH:11]([O:14][C:15]2[CH:20]=[C:19]([O:29][C:28]3[C:23]([CH3:22])=[N:24][CH:25]=[CH:26][CH:27]=3)[N:18]=[CH:17][N:16]=2)[CH2:10][CH2:9]1)=[O:7])([CH3:4])([CH3:3])[CH3:2]. (6) Given the reactants [C:1]([O:5][C:6]([NH:8][CH:9]1[CH2:13][CH2:12][N:11]([C:14]2[CH:19]=[CH:18][C:17]([NH:20][C:21]3[N:26]=[C:25]([NH:27][CH:28]4[CH2:32][CH2:31][CH2:30][CH2:29]4)[C:24]([N+:33]([O-])=O)=[CH:23][N:22]=3)=[CH:16][CH:15]=2)[CH2:10]1)=[O:7])([CH3:4])([CH3:3])[CH3:2], predict the reaction product. The product is: [NH2:33][C:24]1[C:25]([NH:27][CH:28]2[CH2:29][CH2:30][CH2:31][CH2:32]2)=[N:26][C:21]([NH:20][C:17]2[CH:16]=[CH:15][C:14]([N:11]3[CH2:12][CH2:13][CH:9]([NH:8][C:6]([O:5][C:1]([CH3:4])([CH3:3])[CH3:2])=[O:7])[CH2:10]3)=[CH:19][CH:18]=2)=[N:22][CH:23]=1. (7) Given the reactants [NH:1]1[C:9]2[C:4](=[N:5][CH:6]=[CH:7][CH:8]=2)[CH:3]=[C:2]1[C:10]([NH2:12])=[O:11].[F:13][C:14]([F:34])([F:33])[C:15]1[CH:20]=[CH:19][CH:18]=[CH:17][C:16]=1[S:21][S:21][C:16]1[CH:17]=[CH:18][CH:19]=[CH:20][C:15]=1[C:14]([F:13])([F:33])[F:34], predict the reaction product. The product is: [F:34][C:14]([F:13])([F:33])[C:15]1[CH:20]=[CH:19][CH:18]=[CH:17][C:16]=1[S:21][C:3]1[C:4]2=[N:5][CH:6]=[CH:7][CH:8]=[C:9]2[NH:1][C:2]=1[C:10]([NH2:12])=[O:11].